This data is from Catalyst prediction with 721,799 reactions and 888 catalyst types from USPTO. The task is: Predict which catalyst facilitates the given reaction. (1) Reactant: C(OC([N:8]1[CH2:13][CH2:12][CH:11]([O:14][C:15]2[CH:20]=[CH:19][C:18]([Cl:21])=[CH:17][C:16]=2[CH:22]2[CH2:27][C:26](=[O:28])[NH:25][CH:24]([C:29]3[CH:34]=[C:33]([F:35])[CH:32]=[CH:31][C:30]=3[CH3:36])[C:23]32[C:44]2[C:39](=[CH:40][C:41]([Cl:45])=[CH:42][CH:43]=2)[NH:38][C:37]3=[O:46])[CH2:10][CH2:9]1)=O)(C)(C)C. Product: [Cl:45][C:41]1[CH:40]=[C:39]2[NH:38][C:37](=[O:46])[C:23]3([CH:22]([C:16]4[CH:17]=[C:18]([Cl:21])[CH:19]=[CH:20][C:15]=4[O:14][CH:11]4[CH2:12][CH2:13][NH:8][CH2:9][CH2:10]4)[CH2:27][C:26](=[O:28])[NH:25][CH:24]3[C:29]3[CH:34]=[C:33]([F:35])[CH:32]=[CH:31][C:30]=3[CH3:36])[C:44]2=[CH:43][CH:42]=1. The catalyst class is: 137. (2) Product: [NH:2]1[CH2:3][CH:4]([O:6][C:7]2[C:12]([CH:13]3[CH2:14][CH2:15][O:16][CH2:17][CH2:18]3)=[CH:11][CH:10]=[CH:9][N:8]=2)[CH2:5]1. Reactant: Cl.[NH:2]1[CH2:5][CH:4]([O:6][C:7]2[C:12]([C:13]3[CH2:14][CH2:15][O:16][CH2:17][CH:18]=3)=[CH:11][CH:10]=[CH:9][N:8]=2)[CH2:3]1. The catalyst class is: 19. (3) Product: [CH3:19][O:20][CH2:21][CH:22]1[CH2:30][C:29]2[C:24](=[CH:25][CH:26]=[CH:27][CH:28]=2)[N:23]1[C:15](=[O:17])[CH2:14][C:9]1[NH:10][C:11](=[O:13])[CH:12]=[C:7]([N:1]2[CH2:2][CH2:3][O:4][CH2:5][CH2:6]2)[N:8]=1. Reactant: [N:1]1([C:7]2[N:8]=[C:9]([CH2:14][C:15]([O-:17])=O)[NH:10][C:11](=[O:13])[CH:12]=2)[CH2:6][CH2:5][O:4][CH2:3][CH2:2]1.[Na+].[CH3:19][O:20][CH2:21][CH:22]1[CH2:30][C:29]2[C:24](=[CH:25][CH:26]=[CH:27][CH:28]=2)[NH:23]1.Cl.CN(C)CCCN=C=NCC. The catalyst class is: 672. (4) Reactant: [OH:1][C:2]1[CH:15]=[CH:14][C:5]2[C@H:6]([CH2:9][C:10]([O:12][CH3:13])=[O:11])[CH2:7][O:8][C:4]=2[CH:3]=1.[C:16]([O:19][CH2:20][C:21]1[CH:26]=[C:25]([O:27][CH2:28][CH2:29][CH2:30][S:31]([CH3:34])(=[O:33])=[O:32])[CH:24]=[C:23]([CH3:35])[C:22]=1[C:36]1[CH:41]=[CH:40][CH:39]=[C:38]([CH2:42]O)[CH:37]=1)(=[O:18])[CH3:17].C(P(CCCC)CCCC)CCC.N(C(N1CCCCC1)=O)=NC(N1CCCCC1)=O. The catalyst class is: 345. Product: [C:16]([O:19][CH2:20][C:21]1[CH:26]=[C:25]([O:27][CH2:28][CH2:29][CH2:30][S:31]([CH3:34])(=[O:33])=[O:32])[CH:24]=[C:23]([CH3:35])[C:22]=1[C:36]1[CH:41]=[CH:40][CH:39]=[C:38]([CH2:42][O:1][C:2]2[CH:15]=[CH:14][C:5]3[C@H:6]([CH2:9][C:10]([O:12][CH3:13])=[O:11])[CH2:7][O:8][C:4]=3[CH:3]=2)[CH:37]=1)(=[O:18])[CH3:17].